Task: Predict the reaction yield, written as a fraction of the theoretical maximum amount of product (1.0 means a 100% yield; for example, 0.34 means a 34% yield).. Dataset: Reaction yield outcomes from USPTO patents with 853,638 reactions The reactants are [N+:1]([C:4]1[CH:5]=[N:6][NH:7][CH:8]=1)([O-:3])=[O:2].S(OC)(O[CH3:13])(=O)=O. The catalyst is [OH-].[Na+]. The product is [CH3:13][N:6]1[CH:5]=[C:4]([N+:1]([O-:3])=[O:2])[CH:8]=[N:7]1. The yield is 0.760.